From a dataset of Catalyst prediction with 721,799 reactions and 888 catalyst types from USPTO. Predict which catalyst facilitates the given reaction. (1) Reactant: [CH3:1][S:2]([O:5][CH2:6][C:7]1([C:20]2[CH:25]=[CH:24][CH:23]=[CH:22][CH:21]=2)[CH2:12][CH2:11][N:10]([C:13]([O:15][C:16]([CH3:19])([CH3:18])[CH3:17])=[O:14])[CH2:9][CH2:8]1)(=[O:4])=[O:3]. Product: [CH:20]1([C:7]2([CH2:6][O:5][S:2]([CH3:1])(=[O:4])=[O:3])[CH2:8][CH2:9][N:10]([C:13]([O:15][C:16]([CH3:19])([CH3:18])[CH3:17])=[O:14])[CH2:11][CH2:12]2)[CH2:21][CH2:22][CH2:23][CH2:24][CH2:25]1. The catalyst class is: 8. (2) Reactant: [NH:1]1[C:9]2[C:4](=[CH:5][CH:6]=[CH:7][CH:8]=2)[C:3]([C:10]([O:12][CH3:13])=[O:11])=[N:2]1.[H-].[Na+].[CH3:16]I.[Cl-].[NH4+]. Product: [CH3:16][N:2]1[C:3]([C:10]([O:12][CH3:13])=[O:11])=[C:4]2[C:9]([CH:8]=[CH:7][CH:6]=[CH:5]2)=[N:1]1. The catalyst class is: 3. (3) The catalyst class is: 5. Product: [CH3:13][C:5]([C:7]1[N:8]=[CH:9][N:10]([CH3:12])[CH:11]=1)([CH3:6])[C:4]([OH:14])=[O:3]. Reactant: C([O:3][C:4](=[O:14])[C:5]([CH3:13])([C:7]1[N:8]=[CH:9][N:10]([CH3:12])[CH:11]=1)[CH3:6])C.[OH-].[Na+]. (4) Reactant: [C:1]([Si:5]([CH3:17])([CH3:16])[O:6][CH:7]([C:9]([CH3:15])([CH:13]=[CH2:14])[C:10]([OH:12])=[O:11])[CH3:8])([CH3:4])([CH3:3])[CH3:2].Br[C:19]1[CH:28]=[C:27]2[C:22]([CH:23]=[CH:24][C:25]([C@H:29]([O:31][C:32](=[O:34])[CH3:33])[CH3:30])=[N:26]2)=[CH:21][CH:20]=1.C1(C)C=CC=CC=1P(C1C=CC=CC=1C)C1C=CC=CC=1C.C1(CNCC2CCCCC2)CCCCC1. Product: [C:32]([O:31][C@@H:29]([C:25]1[CH:24]=[CH:23][C:22]2[C:27](=[CH:28][C:19](/[CH:14]=[CH:13]/[C:9]([CH:7]([O:6][Si:5]([C:1]([CH3:4])([CH3:3])[CH3:2])([CH3:17])[CH3:16])[CH3:8])([CH3:15])[C:10]([OH:12])=[O:11])=[CH:20][CH:21]=2)[N:26]=1)[CH3:30])(=[O:34])[CH3:33]. The catalyst class is: 160. (5) Reactant: [P:1]([O:13][CH2:14]Cl)([O:8][C:9]([CH3:12])([CH3:11])[CH3:10])([O:3][C:4]([CH3:7])([CH3:6])[CH3:5])=[O:2].[I-:16].[Na+].CC(C)=O. Product: [P:1]([O:13][CH2:14][I:16])([O:8][C:9]([CH3:12])([CH3:11])[CH3:10])([O:3][C:4]([CH3:7])([CH3:6])[CH3:5])=[O:2]. The catalyst class is: 10.